From a dataset of Catalyst prediction with 721,799 reactions and 888 catalyst types from USPTO. Predict which catalyst facilitates the given reaction. (1) Reactant: [N:1]([CH:4]1[CH2:12][C:11]2[C:6](=[CH:7][CH:8]=[CH:9][CH:10]=2)[C@@H:5]1[OH:13])=[N+]=[N-]. Product: [NH2:1][CH:4]1[CH2:12][C:11]2[C:6](=[CH:7][CH:8]=[CH:9][CH:10]=2)[C@@H:5]1[OH:13]. The catalyst class is: 50. (2) Reactant: [O:1]1[CH2:6][CH2:5][N:4]([CH2:7][CH2:8][CH2:9][NH:10][CH2:11][C:12]2[CH:21]=[CH:20][C:15]([C:16]([O:18][CH3:19])=[O:17])=[CH:14][CH:13]=2)[CH2:3][CH2:2]1.C(N(CC)CC)C.[C:29]1([C@@H:39]([N:41]=[C:42]=[O:43])[CH3:40])[C:38]2[C:33](=[CH:34][CH:35]=[CH:36][CH:37]=2)[CH:32]=[CH:31][CH:30]=1. Product: [O:1]1[CH2:2][CH2:3][N:4]([CH2:7][CH2:8][CH2:9][N:10]([CH2:11][C:12]2[CH:21]=[CH:20][C:15]([C:16]([O:18][CH3:19])=[O:17])=[CH:14][CH:13]=2)[C:42]([NH:41][C@H:39]([C:29]2[C:38]3[C:33](=[CH:34][CH:35]=[CH:36][CH:37]=3)[CH:32]=[CH:31][CH:30]=2)[CH3:40])=[O:43])[CH2:5][CH2:6]1. The catalyst class is: 13. (3) Reactant: [F:1][C:2]1[CH:7]=[CH:6][CH:5]=[C:4]([F:8])[C:3]=1[NH:9][CH2:10][CH:11]([CH3:13])[CH3:12].[CH3:14][C:15]1[C:19]([CH2:20][O:21][C:22]2[CH:27]=[CH:26][C:25]([S:28](Cl)(=[O:30])=[O:29])=[CH:24][CH:23]=2)=[C:18]([CH3:32])[O:17][N:16]=1. Product: [F:1][C:2]1[CH:7]=[CH:6][CH:5]=[C:4]([F:8])[C:3]=1[N:9]([CH2:10][CH:11]([CH3:13])[CH3:12])[S:28]([C:25]1[CH:24]=[CH:23][C:22]([O:21][CH2:20][C:19]2[C:15]([CH3:14])=[N:16][O:17][C:18]=2[CH3:32])=[CH:27][CH:26]=1)(=[O:29])=[O:30]. The catalyst class is: 17. (4) Reactant: Cl.[CH3:2][NH:3][O:4][CH3:5].C(N(CC)CC)C.C(Cl)CCl.[OH:17][CH2:18][C:19]1[CH:27]=[CH:26][C:22]([C:23]([OH:25])=O)=[CH:21][CH:20]=1. Product: [OH:17][CH2:18][C:19]1[CH:20]=[CH:21][C:22]([C:23]([N:3]([O:4][CH3:5])[CH3:2])=[O:25])=[CH:26][CH:27]=1. The catalyst class is: 7. (5) Reactant: [F:1][C:2]1[CH:11]=[C:10]2[C:5]([C:6]([N:19]3[C:27]4[C:22](=[CH:23][CH:24]=[C:25]([N:28]5[CH2:33][CH2:32][O:31][CH2:30][CH2:29]5)[CH:26]=4)[C:21]4([CH2:38][O:37]C(C)(C)[O:35][CH2:34]4)[CH2:20]3)=[C:7]([CH3:18])[C:8]([C:12]3[CH:17]=[CH:16][CH:15]=[CH:14][N:13]=3)=[N:9]2)=[CH:4][CH:3]=1.Cl. Product: [F:1][C:2]1[CH:11]=[C:10]2[C:5]([C:6]([N:19]3[C:27]4[C:22](=[CH:23][CH:24]=[C:25]([N:28]5[CH2:33][CH2:32][O:31][CH2:30][CH2:29]5)[CH:26]=4)[C:21]([CH2:38][OH:37])([CH2:34][OH:35])[CH2:20]3)=[C:7]([CH3:18])[C:8]([C:12]3[CH:17]=[CH:16][CH:15]=[CH:14][N:13]=3)=[N:9]2)=[CH:4][CH:3]=1. The catalyst class is: 1. (6) Reactant: [I:1][C:2]1[CH:3]=[C:4]([CH:9]=[CH:10][CH:11]=1)[C:5]([NH:7][NH2:8])=O.COC1C=CC(P2(SP(C3C=CC(OC)=CC=3)(=S)S2)=[S:21])=CC=1. Product: [I:1][C:2]1[CH:3]=[C:4]([CH:9]=[CH:10][CH:11]=1)[C:5]([NH:7][NH2:8])=[S:21]. The catalyst class is: 11. (7) Reactant: Cl.[CH3:2][CH:3]1[CH2:8][CH2:7][CH2:6][CH:5]([CH3:9])[N:4]1[CH2:10][C:11]([OH:13])=[O:12].O[N:15]1[C:19](=[O:20])[CH2:18][CH2:17][C:16]1=[O:21]. Product: [O:21]=[C:16]1[CH2:17][CH2:18][C:19](=[O:20])[N:15]1[O:12][C:11](=[O:13])[CH2:10][N:4]1[CH:3]([CH3:2])[CH2:8][CH2:7][CH2:6][CH:5]1[CH3:9]. The catalyst class is: 3. (8) Product: [CH3:1][C:2]1[N:3]=[C:4]2[CH:12]=[CH:11][CH:10]=[C:9]3[N:5]2[C:6]=1[C:7]([S:13][CH2:14][CH2:15][CH2:16][CH2:17][CH2:18][NH:19][C:30](=[O:29])[C:32]([F:35])([F:34])[F:33])=[N:8]3. Reactant: [CH3:1][C:2]1[N:3]=[C:4]2[CH:12]=[CH:11][CH:10]=[C:9]3[N:5]2[C:6]=1[C:7]([S:13][CH2:14][CH2:15][CH2:16][CH2:17][CH2:18][NH2:19])=[N:8]3.C(N(CC)CC)C.CC[O:29][C:30]([C:32]([F:35])([F:34])[F:33])=O. The catalyst class is: 10.